Binary Classification. Given a drug SMILES string, predict its activity (active/inactive) in a high-throughput screening assay against a specified biological target. From a dataset of HIV replication inhibition screening data with 41,000+ compounds from the AIDS Antiviral Screen. (1) The molecule is CC(=O)OCC1CN(OC(C)=O)CC(n2cc(C)c(=O)[nH]c2=O)O1. The result is 0 (inactive). (2) The molecule is N#CC12C(=O)N3C(=NC(c4ccccc4)NC3c3ccccc3)C1(C#N)C(c1ccccc1)NC1=C2CCCC1. The result is 0 (inactive).